From a dataset of Serine/threonine kinase 33 screen with 319,792 compounds. Binary Classification. Given a drug SMILES string, predict its activity (active/inactive) in a high-throughput screening assay against a specified biological target. The compound is O(c1cc(c(cc1)C)C)CC(=O)NCCCNC(=O)c1occc1. The result is 0 (inactive).